From a dataset of Reaction yield outcomes from USPTO patents with 853,638 reactions. Predict the reaction yield, written as a fraction of the theoretical maximum amount of product (1.0 means a 100% yield; for example, 0.34 means a 34% yield). (1) The reactants are [Br:1][C:2]1[CH:7]=[CH:6][CH:5]=[C:4]([N+:8]([O-:10])=[O:9])[C:3]=1[CH3:11].[N+:12]([O-])([OH:14])=[O:13].NC(N)=O. The yield is 0.750. The product is [Br:1][C:2]1[CH:7]=[CH:6][C:5]([N+:12]([O-:14])=[O:13])=[C:4]([N+:8]([O-:10])=[O:9])[C:3]=1[CH3:11]. The catalyst is S(=O)(=O)(O)O. (2) The reactants are CC([N:5]([CH2:9][CH:10]([N:17]1C(=O)C2C(=CC=CC=2)C1=O)[C:11]1[CH:16]=[CH:15][CH:14]=[CH:13][CH:12]=1)[C:6](=[O:8])[O-:7])(C)C.CN.NN. The catalyst is CO. The product is [NH2:17][CH:10]([C:11]1[CH:12]=[CH:13][CH:14]=[CH:15][CH:16]=1)[CH2:9][NH:5][C:6](=[O:8])[O:7][C:11]([CH3:16])([CH3:12])[CH3:10]. The yield is 0.850. (3) The reactants are [C:1]([O:4][CH2:5][C@H:6]1[N:11]([CH2:12][C:13]2[CH:18]=[CH:17][CH:16]=[CH:15][CH:14]=2)[C@H:10]([CH2:19][O:20][CH2:21][C:22]2[CH:27]=[CH:26][CH:25]=[CH:24][CH:23]=2)[C@@H:9]([O:28][CH2:29][C:30]2[CH:35]=[CH:34][CH:33]=[CH:32][CH:31]=2)[C@H:8]([O:36][CH2:37][C:38]2[CH:43]=[CH:42][CH:41]=[CH:40][CH:39]=2)[C@H:7]1[N:44]=[N+]=[N-])(=[O:3])[CH3:2].C1C=CC(P(C2C=CC=CC=2)C2C=CC=CC=2)=CC=1.C1C[O:69][CH2:68][CH2:67]1.O. No catalyst specified. The product is [C:1]([O:4][CH2:5][C@H:6]1[N:11]([CH2:12][C:13]2[CH:18]=[CH:17][CH:16]=[CH:15][CH:14]=2)[C@H:10]([CH2:19][O:20][CH2:21][C:22]2[CH:27]=[CH:26][CH:25]=[CH:24][CH:23]=2)[C@@H:9]([O:28][CH2:29][C:30]2[CH:35]=[CH:34][CH:33]=[CH:32][CH:31]=2)[C@H:8]([O:36][CH2:37][C:38]2[CH:43]=[CH:42][CH:41]=[CH:40][CH:39]=2)[C@H:7]1[NH:44][C:68](=[O:69])[CH3:67])(=[O:3])[CH3:2]. The yield is 0.940. (4) The reactants are [F:1][C:2]1[CH:7]=[CH:6][C:5]([F:8])=[CH:4][C:3]=1[CH:9]([S:13]([C:16]1[CH:21]=[CH:20][C:19]([CH3:22])=[CH:18][CH:17]=1)(=[O:15])=[O:14])[NH:10][CH:11]=O.P(Cl)(Cl)(Cl)=O.N1C(C)=CC=CC=1C. The catalyst is O1CCCC1. The product is [C:19]1([CH3:22])[CH:18]=[CH:17][C:16]([S:13]([CH:9]([N+:10]#[C-:11])[C:3]2[CH:4]=[C:5]([F:8])[CH:6]=[CH:7][C:2]=2[F:1])(=[O:15])=[O:14])=[CH:21][CH:20]=1. The yield is 0.680.